The task is: Predict the reaction yield, written as a fraction of the theoretical maximum amount of product (1.0 means a 100% yield; for example, 0.34 means a 34% yield).. This data is from Reaction yield outcomes from USPTO patents with 853,638 reactions. (1) The reactants are [F:1][C:2]1[C:32]([F:33])=[CH:31][C:5]2[NH:6][C:7]([CH2:9][CH:10]3[CH2:15][CH2:14][CH2:13][CH2:12][N:11]3[C:16]([C:18]3[N:19]=[C:20]([CH3:30])[S:21][C:22]=3[C:23]3[CH:28]=[CH:27][C:26]([F:29])=[CH:25][CH:24]=3)=[O:17])=[N:8][C:4]=2[CH:3]=1.[H-].[Na+].I[CH3:37].O. The catalyst is CN(C=O)C.Cl. The product is [F:1][C:2]1[C:32]([F:33])=[CH:31][C:5]2[N:6]([CH3:37])[C:7]([CH2:9][CH:10]3[CH2:15][CH2:14][CH2:13][CH2:12][N:11]3[C:16]([C:18]3[N:19]=[C:20]([CH3:30])[S:21][C:22]=3[C:23]3[CH:28]=[CH:27][C:26]([F:29])=[CH:25][CH:24]=3)=[O:17])=[N:8][C:4]=2[CH:3]=1. The yield is 0.340. (2) The yield is 0.830. The product is [C:21]([O:24][C:25](=[O:26])[NH:16][C:13]1[CH:14]=[CH:15][C:10]([C:5]2[CH:6]=[CH:7][CH:8]=[CH:9][C:4]=2[O:3][CH2:1][CH3:2])=[C:11]([N+:17]([O-:19])=[O:18])[CH:12]=1)([CH3:23])([CH3:22])[CH3:20]. No catalyst specified. The reactants are [CH2:1]([O:3][C:4]1[CH:9]=[CH:8][CH:7]=[CH:6][C:5]=1[C:10]1[CH:15]=[CH:14][C:13]([NH2:16])=[CH:12][C:11]=1[N+:17]([O-:19])=[O:18])[CH3:2].[CH3:20][C:21]([O:24][C:25](O[C:25]([O:24][C:21]([CH3:23])([CH3:22])[CH3:20])=[O:26])=[O:26])([CH3:23])[CH3:22]. (3) The catalyst is C1COCC1. The product is [CH3:1][O:2][C:3]([C:4]1[N:7]=[C:17]([CH2:16][S:15][C:9]2[CH:14]=[CH:13][CH:12]=[CH:11][CH:10]=2)[O:6][N:5]=1)=[O:8]. The reactants are [CH3:1][O:2][C:3](=[O:8])[C:4]([NH2:7])=[N:5][OH:6].[C:9]1([S:15][CH2:16][C:17](Cl)=O)[CH:14]=[CH:13][CH:12]=[CH:11][CH:10]=1. The yield is 0.490. (4) The reactants are [Cl:1][C:2]1[CH:7]=[C:6]([Cl:8])[CH:5]=[CH:4][C:3]=1[CH:9]1[CH2:14][CH2:13][NH:12][CH2:11][CH2:10]1.[Cl:15][C:16]1[C:24]2[NH:23][N:22]=[CH:21][C:20]=2[C:19]2[CH2:25][N:26]([CH2:51][C:52]([CH3:55])([CH3:54])[CH3:53])[C:27](=[O:50])[C@@H:28]([CH2:30][C:31](=[O:49])N3CCC(N4CC5C(=CC=CC=5)NC4=O)CC3)[CH2:29][C:18]=2[CH:17]=1. No catalyst specified. The product is [Cl:15][C:16]1[C:24]2[NH:23][N:22]=[CH:21][C:20]=2[C:19]2[CH2:25][N:26]([CH2:51][C:52]([CH3:55])([CH3:54])[CH3:53])[C:27](=[O:50])[C@H:28]([CH2:30][C:31]([N:12]3[CH2:11][CH2:10][CH:9]([C:3]4[CH:4]=[CH:5][C:6]([Cl:8])=[CH:7][C:2]=4[Cl:1])[CH2:14][CH2:13]3)=[O:49])[CH2:29][C:18]=2[CH:17]=1. The yield is 0.400. (5) The reactants are [F:1][C:2]1[CH:29]=[CH:28][C:5]([O:6][C:7]2[CH:8]=[C:9]([NH:13][CH2:14][C:15]3[CH:20]=[CH:19][CH:18]=[C:17]([O:21][C:22]([F:27])([F:26])[CH:23]([F:25])[F:24])[CH:16]=3)[CH:10]=[CH:11][CH:12]=2)=[CH:4][CH:3]=1.[F:30][C:31]([F:36])([F:35])[CH:32]1[O:34][CH2:33]1. The catalyst is C(#N)C.FC(F)(F)S([O-])(=O)=O.[Yb+3].FC(F)(F)S([O-])(=O)=O.FC(F)(F)S([O-])(=O)=O. The product is [F:1][C:2]1[CH:3]=[CH:4][C:5]([O:6][C:7]2[CH:8]=[C:9]([N:13]([CH2:14][C:15]3[CH:20]=[CH:19][CH:18]=[C:17]([O:21][C:22]([F:26])([F:27])[CH:23]([F:24])[F:25])[CH:16]=3)[CH2:33][CH:32]([OH:34])[C:31]([F:36])([F:35])[F:30])[CH:10]=[CH:11][CH:12]=2)=[CH:28][CH:29]=1. The yield is 0.810. (6) The reactants are [N:1]1[CH:6]=[CH:5][CH:4]=[C:3]([O:7][CH2:8][C@H:9]2[CH2:11][C@@H:10]2[C:12]2[CH:13]=[C:14]([OH:18])[CH:15]=[N:16][CH:17]=2)[CH:2]=1.[H-].[Na+].[C:21]([O:25][C:26]([N:28]1[CH2:31][CH2:30][C@H:29]1[CH2:32]OS(C1C=CC(C)=CC=1)(=O)=O)=[O:27])([CH3:24])([CH3:23])[CH3:22].[NH4+].[Cl-]. The catalyst is CN(C=O)C.[I-].C([N+](CCCC)(CCCC)CCCC)CCC. The product is [C:21]([O:25][C:26]([N:28]1[CH2:31][CH2:30][C@H:29]1[CH2:32][O:18][C:14]1[CH:15]=[N:16][CH:17]=[C:12]([C@H:10]2[CH2:11][C@@H:9]2[CH2:8][O:7][C:3]2[CH:2]=[N:1][CH:6]=[CH:5][CH:4]=2)[CH:13]=1)=[O:27])([CH3:24])([CH3:22])[CH3:23]. The yield is 0.790.